This data is from Forward reaction prediction with 1.9M reactions from USPTO patents (1976-2016). The task is: Predict the product of the given reaction. (1) Given the reactants [CH3:1][C:2]1[C:3](=[O:13])[C:4]2[C:9]([C:10](=O)[CH:11]=1)=[CH:8][CH:7]=[CH:6][CH:5]=2.[CH2:14]=[O:15].[ClH:16], predict the reaction product. The product is: [CH3:1][C:2]1[C:3](=[O:13])[C:4]2[C:9]([C:14](=[O:15])[C:11]=1[CH2:10][Cl:16])=[CH:8][CH:7]=[CH:6][CH:5]=2. (2) The product is: [CH:10]1([CH2:9][O:8][C:7]2[C:2]([C:26]3[C:25]4[C:20](=[CH:21][CH:22]=[C:23]([C:37]5[CH:38]=[N:39][N:40]([CH3:42])[CH:41]=5)[CH:24]=4)[C:19](=[O:43])[N:18]([CH3:17])[CH:27]=3)=[N:3][C:4]([NH:48][S:45]([CH3:44])(=[O:47])=[O:46])=[N:5][CH:6]=2)[CH2:11][CH2:12]1. Given the reactants Cl[C:2]1[C:7]([O:8][CH2:9][CH:10]2[CH2:12][CH2:11]2)=[CH:6][N:5]=[C:4](S(C)(=O)=O)[N:3]=1.[CH3:17][N:18]1[CH:27]=[C:26](B2OC(C)(C)C(C)(C)O2)[C:25]2[C:20](=[CH:21][CH:22]=[C:23]([C:37]3[CH:38]=[N:39][N:40]([CH3:42])[CH:41]=3)[CH:24]=2)[C:19]1=[O:43].[CH3:44][S:45]([NH2:48])(=[O:47])=[O:46], predict the reaction product. (3) Given the reactants [Cl:1][C:2]1[N:3]=[C:4]([C:9]([NH:11][C@H:12]2[CH2:17][CH2:16][N:15]([C:18]3[S:19][C:20]([C:26]([O:28][CH2:29][CH3:30])=[O:27])=[C:21]([C:23]([OH:25])=O)[N:22]=3)[CH2:14][C@H:13]2[O:31][CH2:32][CH3:33])=[O:10])[NH:5][C:6]=1[CH2:7][CH3:8].[CH2:34]([O:36][CH2:37][CH2:38][NH2:39])[CH3:35].CCN=C=NCCCN(C)C.Cl.ON1C2C=CC=CC=2N=N1, predict the reaction product. The product is: [Cl:1][C:2]1[N:3]=[C:4]([C:9]([NH:11][C@H:12]2[CH2:17][CH2:16][N:15]([C:18]3[S:19][C:20]([C:26]([O:28][CH2:29][CH3:30])=[O:27])=[C:21]([C:23](=[O:25])[NH:39][CH2:38][CH2:37][O:36][CH2:34][CH3:35])[N:22]=3)[CH2:14][C@H:13]2[O:31][CH2:32][CH3:33])=[O:10])[NH:5][C:6]=1[CH2:7][CH3:8]. (4) Given the reactants [CH:1]([NH:3][CH2:4][CH:5]([NH:16]C(=O)OC(C)(C)C)[C:6]1[CH:11]=[CH:10][CH:9]=[C:8]([C:12]([F:15])([F:14])[F:13])[CH:7]=1)=[O:2].[ClH:24], predict the reaction product. The product is: [ClH:24].[NH2:16][CH:5]([C:6]1[CH:11]=[CH:10][CH:9]=[C:8]([C:12]([F:13])([F:14])[F:15])[CH:7]=1)[CH2:4][NH:3][CH:1]=[O:2].